Dataset: HIV replication inhibition screening data with 41,000+ compounds from the AIDS Antiviral Screen. Task: Binary Classification. Given a drug SMILES string, predict its activity (active/inactive) in a high-throughput screening assay against a specified biological target. (1) The compound is CCN(CC)CC1CCCCN1CC(=O)N1c2cc(Cl)ccc2NC(=O)CC1C. The result is 1 (active). (2) The compound is COc1ccc(-c2nnc(Sc3c([N+](=O)[O-])ncn3C)[nH]2)cc1. The result is 0 (inactive). (3) The molecule is Cn1c2ccccc2c2nnc(-n3nc(-c4ccc(Br)cc4)cc3N)nc21. The result is 0 (inactive). (4) The compound is [CH2-][Pd-2]1([CH2-])[N+](c2ccc(C)cc2)=Cc2cccc[n+]21. The result is 0 (inactive). (5) The compound is Cc1ccc(S(=O)(=O)NC(C(=O)O)c2ccccc2)cc1. The result is 0 (inactive). (6) The compound is CN(C)CCCC12CCCCC1=Nc1ccccc12. The result is 0 (inactive). (7) The compound is CC(C)(O)C1CCC2(C)CC(=O)NCCN12. The result is 0 (inactive). (8) The drug is Cn1cc(C(=O)C(Cl)=C(Cl)C(=O)O)c2ccccc21. The result is 0 (inactive).